Task: Predict the reactants needed to synthesize the given product.. Dataset: Full USPTO retrosynthesis dataset with 1.9M reactions from patents (1976-2016) Given the product [CH3:13][N:15]1[C:24]2[C@:23]3([CH3:29])[C:26]([CH3:28])([CH3:27])[C@@H:20]([CH2:21][CH2:22]3)[C:19]=2[C:17](=[O:18])[NH:16]1, predict the reactants needed to synthesize it. The reactants are: FC(F)(F)C(O)=O.C(O[C:13]([N:15](C)[NH:16][C:17]([CH:19]1[C:24](=O)[C@:23]2([CH3:29])[C:26]([CH3:28])([CH3:27])[C@H:20]1[CH2:21][CH2:22]2)=[O:18])=O)(C)(C)C.